This data is from Full USPTO retrosynthesis dataset with 1.9M reactions from patents (1976-2016). The task is: Predict the reactants needed to synthesize the given product. (1) Given the product [CH3:2][N:3]([C:4]1[CH:5]=[CH:6][CH:7]=[C:8]2[C:12]=1[NH:11][C:10]([C:13]1[S:14][CH:15]=[CH:16][N:17]=1)=[CH:9]2)[C:30]([C:25]1[S:29][CH:28]=[CH:27][CH:26]=1)=[O:31], predict the reactants needed to synthesize it. The reactants are: Cl.[CH3:2][NH:3][C:4]1[CH:5]=[CH:6][CH:7]=[C:8]2[C:12]=1[NH:11][C:10]([C:13]1[S:14][CH:15]=[CH:16][N:17]=1)=[CH:9]2.C(N(CC)CC)C.[C:25]1([C:30](Cl)=[O:31])[S:29][CH:28]=[CH:27][CH:26]=1. (2) Given the product [Cl:17][C:14]1[CH:15]=[CH:16][C:11]([C@H:10]([N:19]2[CH:24]=[CH:23][C:22]([C:25]3[CH:30]=[CH:29][N:28]=[C:27]([NH:31][C:32]4[C:33]([CH3:38])=[N:34][N:35]([CH3:37])[CH:36]=4)[N:26]=3)=[CH:21][C:20]2=[O:39])[CH2:9][OH:8])=[CH:12][C:13]=1[F:18], predict the reactants needed to synthesize it. The reactants are: [Si]([O:8][CH2:9][C@@H:10]([N:19]1[CH:24]=[CH:23][C:22]([C:25]2[CH:30]=[CH:29][N:28]=[C:27]([NH:31][C:32]3[C:33]([CH3:38])=[N:34][N:35]([CH3:37])[CH:36]=3)[N:26]=2)=[CH:21][C:20]1=[O:39])[C:11]1[CH:16]=[CH:15][C:14]([Cl:17])=[C:13]([F:18])[CH:12]=1)(C(C)(C)C)(C)C.CCCC[N+](CCCC)(CCCC)CCCC.[F-].O. (3) Given the product [NH2:11][C:10]1[CH:9]=[CH:8][C:5]([C:6]#[N:7])=[CH:4][C:3]=1[NH:21][CH2:20][CH2:19][CH:14]1[CH2:18][CH2:17][CH2:16][CH2:15]1, predict the reactants needed to synthesize it. The reactants are: CO[C:3]1[CH:4]=[C:5]([CH:8]=[CH:9][C:10]=1[N+:11]([O-])=O)[C:6]#[N:7].[CH:14]1([CH2:19][CH2:20][NH2:21])[CH2:18][CH2:17][CH2:16][CH2:15]1. (4) Given the product [CH3:30][N:31]([CH3:36])[CH2:32][CH2:33][O:34][N:35]=[C:15]1[C:14]2[C:9](=[CH:10][CH:11]=[CH:12][CH:13]=2)[O:8][CH2:7][CH:6]1[C:5]1[CH:17]=[CH:18][C:2]([CH3:1])=[CH:3][CH:4]=1, predict the reactants needed to synthesize it. The reactants are: [CH3:1][C:2]1[CH:18]=[CH:17][C:5]([CH:6]2[C:15](=O)[C:14]3[C:9](=[CH:10][CH:11]=[CH:12][CH:13]=3)[O:8][CH2:7]2)=[CH:4][CH:3]=1.N1C=CC=CC=1.C(O)C.Cl.Cl.[CH3:30][N:31]([CH3:36])[CH2:32][CH2:33][O:34][NH2:35]. (5) Given the product [Cl:1][C:2]1[CH:3]=[C:4]2[C:9](=[CH:10][CH:11]=1)[CH:8]=[C:7]([S:12]([N:15]([CH2:43][C:44]#[N:45])[C@H:16]1[CH2:20][CH2:19][N:18]([C@@H:21]([CH3:30])[C:22]([N:24]3[CH2:29][CH2:28][O:27][CH2:26][CH2:25]3)=[O:23])[C:17]1=[O:31])(=[O:14])=[O:13])[CH:6]=[CH:5]2, predict the reactants needed to synthesize it. The reactants are: [Cl:1][C:2]1[CH:3]=[C:4]2[C:9](=[CH:10][CH:11]=1)[CH:8]=[C:7]([S:12]([NH:15][C@H:16]1[CH2:20][CH2:19][N:18]([C@@H:21]([CH3:30])[C:22]([N:24]3[CH2:29][CH2:28][O:27][CH2:26][CH2:25]3)=[O:23])[C:17]1=[O:31])(=[O:14])=[O:13])[CH:6]=[CH:5]2.C[Si]([N-][Si](C)(C)C)(C)C.[Li+].Br[CH2:43][C:44]#[N:45]. (6) Given the product [C:36]([OH:42])([C:38]([F:41])([F:40])[F:39])=[O:37].[CH3:25][O:24][C:20]1[CH:19]=[C:18]2[C:23]([C:15]([C:2]3[N:3]=[CH:4][C:5]4[NH:6][CH2:7][CH:8]5[CH2:14][O:13][CH2:12][CH2:11][N:9]5[C:10]=4[N:1]=3)=[CH:16][NH:17]2)=[CH:22][CH:21]=1, predict the reactants needed to synthesize it. The reactants are: [N:1]1[C:10]2[N:9]3[CH2:11][CH2:12][O:13][CH2:14][CH:8]3[CH2:7][NH:6][C:5]=2[CH:4]=[N:3][C:2]=1[C:15]1[C:23]2[C:18](=[CH:19][C:20]([O:24][CH3:25])=[CH:21][CH:22]=2)[N:17](C(OC(C)(C)C)=O)[CH:16]=1.C(Cl)Cl.[C:36]([OH:42])([C:38]([F:41])([F:40])[F:39])=[O:37].